Regression/Classification. Given a drug SMILES string, predict its toxicity properties. Task type varies by dataset: regression for continuous values (e.g., LD50, hERG inhibition percentage) or binary classification for toxic/non-toxic outcomes (e.g., AMES mutagenicity, cardiotoxicity, hepatotoxicity). Dataset: clintox. From a dataset of Clinical trial toxicity outcomes and FDA approval status for drugs. (1) The result is 0 (passed clinical trial). The molecule is C[NH+]1C[C@H](C(=O)N[C@]2(C)O[C@@]3(O)[C@@H]4CCCN4C(=O)[C@H](Cc4ccccc4)N3C2=O)C[C@@H]2c3cccc4[nH]cc(c34)C[C@H]21. (2) The drug is CCCC[NH+](CCCC)CCC(O)c1cc2c(Cl)cc(Cl)cc2c2cc(C(F)(F)F)ccc12. The result is 0 (passed clinical trial). (3) The compound is C[C@@]12CCCCC[C@@H](Cc3ccc(O)cc31)[C@@H]2[NH3+]. The result is 0 (passed clinical trial). (4) The compound is C[NH+](C)[C@@H]1C([O-])=C(C(N)=O)C(=O)[C@@]2(O)C([O-])=C3C(=O)c4c([O-])ccc(Cl)c4[C@@H](O)[C@H]3C[C@@H]12. The result is 0 (passed clinical trial). (5) The drug is C[C@@H]1OC(=O)C[C@H](O)C[C@H](O)CC[C@@H](O)[C@H](O)C[C@H](O)C[C@]2(O)C[C@H](O)[C@@H](C(=O)[O-])[C@H](C[C@@H](O[C@@H]3O[C@H](C)[C@@H](O)[C@H]([NH3+])[C@@H]3O)/C=C/C=C/C=C/C=C/C=C/C=C/C=C/[C@H](C)[C@@H](O)[C@H]1C)O2. The result is 0 (passed clinical trial).